This data is from hERG Central: cardiac toxicity at 1µM, 10µM, and general inhibition. The task is: Predict hERG channel inhibition at various concentrations. The molecule is CC1(c2nnc(Cc3ccccc3)o2)CC(c2ccc([N+](=O)[O-])cc2)=NO1. Results: hERG_inhib (hERG inhibition (general)): blocker.